Dataset: Peptide-MHC class II binding affinity with 134,281 pairs from IEDB. Task: Regression. Given a peptide amino acid sequence and an MHC pseudo amino acid sequence, predict their binding affinity value. This is MHC class II binding data. The peptide sequence is FRDRARVPLTSNNGI. The MHC is DRB1_1501 with pseudo-sequence DRB1_1501. The binding affinity (normalized) is 0.331.